Dataset: Forward reaction prediction with 1.9M reactions from USPTO patents (1976-2016). Task: Predict the product of the given reaction. (1) Given the reactants [F:1][C:2]([F:23])([F:22])[C:3]1[C:11]2[CH2:10][CH2:9][CH2:8][CH2:7][C:6]=2[N:5]([C:12]2[CH:17]=[CH:16][C:15]([CH2:18][C:19](O)=[O:20])=[CH:14][CH:13]=2)[N:4]=1.C(N1C=CN=C1)(N1C=CN=C1)=O.[NH:36]1[CH2:40][CH2:39][CH2:38][CH2:37]1, predict the reaction product. The product is: [O:20]=[C:19]([N:36]1[CH2:40][CH2:39][CH2:38][CH2:37]1)[CH2:18][C:15]1[CH:16]=[CH:17][C:12]([N:5]2[C:6]3[CH2:7][CH2:8][CH2:9][CH2:10][C:11]=3[C:3]([C:2]([F:23])([F:1])[F:22])=[N:4]2)=[CH:13][CH:14]=1. (2) Given the reactants [C:1]([CH2:6][S:7][C:8]1[S:9][CH:10]=[CH:11][C:12]=1[CH:13]1OCC[O:14]1)([O:3][CH2:4][CH3:5])=[O:2].C1(C)C=CC(S(O)(=O)=O)=CC=1, predict the reaction product. The product is: [C:1]([CH2:6][S:7][C:8]1[S:9][CH:10]=[CH:11][C:12]=1[CH:13]=[O:14])([O:3][CH2:4][CH3:5])=[O:2]. (3) Given the reactants [NH2:1][C:2]1[CH:7]=[CH:6][C:5]([CH2:8][N:9]2[CH2:14][CH2:13][CH2:12][CH2:11][CH2:10]2)=[CH:4][C:3]=1[NH:15][C@@H:16]1[CH2:21][CH2:20][C@H:19]([C:22]([NH:24][CH:25]([CH3:27])[CH3:26])=[O:23])[CH2:18][CH2:17]1.[CH3:28][O:29][C:30]([NH:32][C:33](=NC(OC)=O)SC)=[O:31].O.C1(C)C=CC(S(O)(=O)=O)=CC=1.C(Cl)Cl, predict the reaction product. The product is: [CH:25]([NH:24][C:22]([C@@H:19]1[CH2:20][CH2:21][C@H:16]([N:15]2[C:3]3[CH:4]=[C:5]([CH2:8][N:9]4[CH2:10][CH2:11][CH2:12][CH2:13][CH2:14]4)[CH:6]=[CH:7][C:2]=3[N:1]=[C:33]2[NH:32][C:30](=[O:31])[O:29][CH3:28])[CH2:17][CH2:18]1)=[O:23])([CH3:27])[CH3:26]. (4) Given the reactants Br[CH2:2][C:3]([O:5][CH2:6][C:7]1[CH:12]=[CH:11][CH:10]=[CH:9][CH:8]=1)=[O:4].[CH3:13][N:14]1[CH2:19][CH2:18][NH:17][CH2:16][CH2:15]1.C(N(CC)CC)C, predict the reaction product. The product is: [CH2:6]([O:5][C:3](=[O:4])[CH2:2][N:17]1[CH2:18][CH2:19][N:14]([CH3:13])[CH2:15][CH2:16]1)[C:7]1[CH:12]=[CH:11][CH:10]=[CH:9][CH:8]=1.